Dataset: Catalyst prediction with 721,799 reactions and 888 catalyst types from USPTO. Task: Predict which catalyst facilitates the given reaction. (1) Reactant: [F:1][C:2]([F:42])([F:41])[C:3]1[CH:4]=[C:5]([CH:34]=[C:35]([C:37]([F:40])([F:39])[F:38])[CH:36]=1)[CH2:6][N:7]([CH2:14][C:15]1[CH:20]=[C:19]([C:21]([F:24])([F:23])[F:22])[CH:18]=[CH:17][C:16]=1[C:25](=O)[C:26]([CH2:31][CH3:32])=[CH:27]N(C)C)[C:8]1[N:9]=[N:10][N:11]([CH3:13])[N:12]=1.[OH:43][CH2:44][CH2:45][NH:46][NH2:47]. Product: [F:40][C:37]([F:38])([F:39])[C:35]1[CH:34]=[C:5]([CH:4]=[C:3]([C:2]([F:1])([F:41])[F:42])[CH:36]=1)[CH2:6][N:7]([CH2:14][C:15]1[CH:20]=[C:19]([C:21]([F:24])([F:23])[F:22])[CH:18]=[CH:17][C:16]=1[C:25]1[C:26]([CH2:31][CH3:32])=[CH:27][N:46]([CH2:45][CH2:44][OH:43])[N:47]=1)[C:8]1[N:9]=[N:10][N:11]([CH3:13])[N:12]=1. The catalyst class is: 8. (2) Reactant: [Cl:1][C:2]1[CH:3]=[C:4]([NH:17][C:18]2[C:19]3[NH:26][C:25]([CH2:27][NH:28]C(=O)OC(C)(C)C)=[CH:24][C:20]=3[N:21]=[CH:22][N:23]=2)[CH:5]=[CH:6][C:7]=1[O:8][CH2:9][C:10]1[CH:15]=[CH:14][CH:13]=[C:12]([F:16])[CH:11]=1.[ClH:36].C(O)C. Product: [ClH:1].[ClH:36].[NH2:28][CH2:27][C:25]1[NH:26][C:19]2[C:18]([NH:17][C:4]3[CH:5]=[CH:6][C:7]([O:8][CH2:9][C:10]4[CH:15]=[CH:14][CH:13]=[C:12]([F:16])[CH:11]=4)=[C:2]([Cl:1])[CH:3]=3)=[N:23][CH:22]=[N:21][C:20]=2[CH:24]=1. The catalyst class is: 7.